This data is from Experimentally validated miRNA-target interactions with 360,000+ pairs, plus equal number of negative samples. The task is: Binary Classification. Given a miRNA mature sequence and a target amino acid sequence, predict their likelihood of interaction. The miRNA is hsa-miR-125b-2-3p with sequence UCACAAGUCAGGCUCUUGGGAC. The protein sequence of the target gene is MSAVGAATPYLHHPGDSHSGRVSFLGAQLPPEVAAMARLLGDLDRSTFRKLLKFVVSSLQGEDCREAVQRLGVSANLPEEQLGALLAGMHTLLQQALRLPPTSLKPDTFRDQLQELCIPQDLVGDLASVVFGSQRPLLDSVAQQQGAWLPHVADFRWRVDVAISTSALARSLQPSVLMQLKLSDGSAYRFEVPTAKFQELRYSVALVLKEMADLEKRCERRLQD. Result: 0 (no interaction).